From a dataset of Forward reaction prediction with 1.9M reactions from USPTO patents (1976-2016). Predict the product of the given reaction. (1) Given the reactants Cl[CH:2]([C:8]([O:10][CH2:11][CH3:12])=[O:9])[C:3]([O:5][CH2:6][CH3:7])=[O:4].C([O-])([O-])=O.[K+].[K+].[Br:19][C:20]1[CH:25]=[CH:24][C:23]([OH:26])=[CH:22][CH:21]=1, predict the reaction product. The product is: [CH2:6]([O:5][C:3](=[O:4])[CH:2]([O:26][C:23]1[CH:24]=[CH:25][C:20]([Br:19])=[CH:21][CH:22]=1)[C:8]([O:10][CH2:11][CH3:12])=[O:9])[CH3:7]. (2) Given the reactants CC(OI1(OC(C)=O)(OC(C)=O)OC(=O)C2C=CC=CC1=2)=O.[CH2:23]([O:30][C:31]([NH:33][C:34]([CH3:41])([CH2:39][OH:40])[C:35]([O:37][CH3:38])=[O:36])=[O:32])[C:24]1[CH:29]=[CH:28][CH:27]=[CH:26][CH:25]=1.C(OCC)C.C([O-])(O)=O.[Na+], predict the reaction product. The product is: [CH2:23]([O:30][C:31]([NH:33][C:34]([CH3:41])([CH:39]=[O:40])[C:35]([O:37][CH3:38])=[O:36])=[O:32])[C:24]1[CH:25]=[CH:26][CH:27]=[CH:28][CH:29]=1. (3) The product is: [CH2:1]([O:3][C:4](=[O:11])[CH2:5][C:6]1[N:10]([CH:13]([CH3:15])[CH3:14])[N:9]=[N:8][N:7]=1)[CH3:2]. Given the reactants [CH2:1]([O:3][C:4](=[O:11])[CH2:5][C:6]1[N:7]=[N:8][NH:9][N:10]=1)[CH3:2].I[CH:13]([CH3:15])[CH3:14].[OH-].[Na+].C(OC(=O)CC1N=NN(C(C)C)N=1)C, predict the reaction product. (4) Given the reactants [C:1]([O:5][C:6]([NH:8][CH2:9][CH2:10][CH2:11][N:12]1[C:20]([C:21]([O:23]C)=[O:22])=[C:19]2[C:14]([C:15]3[CH:29]=[CH:28][C:27]([O:30][CH3:31])=[CH:26][C:16]=3[C:17]([CH3:25])=[CH:18]2)=[N:13]1)=[O:7])([CH3:4])([CH3:3])[CH3:2].O.[OH-].[Li+], predict the reaction product. The product is: [C:1]([O:5][C:6]([NH:8][CH2:9][CH2:10][CH2:11][N:12]1[C:20]([C:21]([OH:23])=[O:22])=[C:19]2[C:14]([C:15]3[CH:29]=[CH:28][C:27]([O:30][CH3:31])=[CH:26][C:16]=3[C:17]([CH3:25])=[CH:18]2)=[N:13]1)=[O:7])([CH3:3])([CH3:4])[CH3:2]. (5) Given the reactants [C:1]([O:5][C:6]([NH:8][C@H:9]1[CH2:14][C@@H:13]([C:15]([F:18])([F:17])[F:16])[CH2:12][N:11](C(OCC2C=CC=CC=2)=O)[CH2:10]1)=[O:7])([CH3:4])([CH3:3])[CH3:2].[H][H], predict the reaction product. The product is: [F:18][C:15]([F:16])([F:17])[C@H:13]1[CH2:12][NH:11][CH2:10][C@@H:9]([NH:8][C:6](=[O:7])[O:5][C:1]([CH3:2])([CH3:3])[CH3:4])[CH2:14]1. (6) Given the reactants [CH2:1](Br)[CH:2]=[CH:3][CH3:4].C([O-])([O-])=O.[K+].[K+].[C:12]([O:16][C:17](=[O:42])[CH2:18][N:19]1[C:23]2[CH:24]=[CH:25][C:26]([NH:28][S:29]([C:32]3[CH:37]=[CH:36][C:35]([F:38])=[CH:34][CH:33]=3)(=[O:31])=[O:30])=[CH:27][C:22]=2[N:21]=[C:20]1[CH2:39][CH2:40][CH3:41])([CH3:15])([CH3:14])[CH3:13], predict the reaction product. The product is: [C:12]([O:16][C:17](=[O:42])[CH2:18][N:19]1[C:23]2[CH:24]=[CH:25][C:26]([N:28]([CH2:1][CH:2]=[CH:3][CH3:4])[S:29]([C:32]3[CH:33]=[CH:34][C:35]([F:38])=[CH:36][CH:37]=3)(=[O:30])=[O:31])=[CH:27][C:22]=2[N:21]=[C:20]1[CH2:39][CH2:40][CH3:41])([CH3:15])([CH3:14])[CH3:13]. (7) Given the reactants ClC[C:3]1[C:11]2[C:6](=[CH:7][N:8]=[C:9]([C:12]([O:14][CH3:15])=[O:13])[CH:10]=2)[N:5](CC2C=CC(F)=CC=2F)[CH:4]=1.[CH3:25][C:26]1([CH3:33])[O:30][C@H:29]([CH2:31][OH:32])[CH2:28][O:27]1.CCN(C(C)C)C(C)C, predict the reaction product. The product is: [CH3:25][C:26]1([CH3:33])[O:30][C@H:29]([CH2:31][O:32][CH2:15][O:14][C:12]([C:9]2[CH:10]=[C:11]3[CH:3]=[CH:4][NH:5][C:6]3=[CH:7][N:8]=2)=[O:13])[CH2:28][O:27]1. (8) Given the reactants [Cl:1][C:2]1[CH:3]=[C:4](/[N:9]=[C:10]2\SC[N:13]\2[C:14](=O)[CH2:15][CH:16]([CH3:18])[CH3:17])[CH:5]=[C:6]([Cl:8])[CH:7]=1.[NH2:20][NH2:21], predict the reaction product. The product is: [Cl:8][C:6]1[CH:5]=[C:4]([NH:9][C:10]2[N:13]=[C:14]([CH2:15][CH:16]([CH3:17])[CH3:18])[NH:21][N:20]=2)[CH:3]=[C:2]([Cl:1])[CH:7]=1. (9) Given the reactants [H-].[Na+].[CH3:3][O:4][C:5]([C:7]1[C:15]2[C:10](=[CH:11][CH:12]=[CH:13][CH:14]=2)[NH:9][N:8]=1)=[O:6].[CH2:16](Br)[C:17]1[CH:22]=[CH:21][CH:20]=[CH:19][CH:18]=1.[Na+].[Cl-], predict the reaction product. The product is: [CH3:3][O:4][C:5]([C:7]1[C:15]2[C:10](=[CH:11][CH:12]=[CH:13][CH:14]=2)[N:9]([CH2:16][C:17]2[CH:22]=[CH:21][CH:20]=[CH:19][CH:18]=2)[N:8]=1)=[O:6].